Dataset: Forward reaction prediction with 1.9M reactions from USPTO patents (1976-2016). Task: Predict the product of the given reaction. (1) Given the reactants [Br:1][C:2]1[CH:14]=[CH:13][CH:12]=[C:11]([O:15][Si](C(C)(C)C)(C)C)[C:3]=1C(N(CC)CC)=O.[C:23]([O-:26])(O)=[O:24].[Na+].[CH3:28]C#N, predict the reaction product. The product is: [Br:1][C:2]1[CH:14]=[CH:13][CH:12]=[C:11]([OH:15])[C:3]=1[C:23]([O:26][CH3:28])=[O:24]. (2) Given the reactants Cl[C:2]1[N:7]=[C:6]([Cl:8])[N:5]=[C:4]([Cl:9])[N:3]=1.[CH3:10][C:11]1[CH:17]=[CH:16][CH:15]=[C:14]([CH3:18])[C:12]=1[NH2:13], predict the reaction product. The product is: [Cl:9][C:4]1[N:5]=[C:6]([Cl:8])[N:7]=[C:2]([NH:13][C:12]2[C:14]([CH3:18])=[CH:15][CH:16]=[CH:17][C:11]=2[CH3:10])[N:3]=1. (3) Given the reactants [H-].[Na+].C1OCCOCCOCCOCCOC1.[CH3:18][C:19]1[NH:20][C:21]2[C:26]([CH:27]=1)=[CH:25][C:24]([N:28]=[CH:29][N:30]([CH2:32][CH3:33])[CH3:31])=[CH:23][CH:22]=2.[Cl:34][C:35]1[CH:42]=[C:41]([Cl:43])[CH:40]=[CH:39][C:36]=1[CH2:37]Cl, predict the reaction product. The product is: [Cl:34][C:35]1[CH:42]=[C:41]([Cl:43])[CH:40]=[CH:39][C:36]=1[CH2:37][N:20]1[C:21]2[C:26](=[CH:25][C:24]([N:28]=[CH:29][N:30]([CH2:32][CH3:33])[CH3:31])=[CH:23][CH:22]=2)[CH:27]=[C:19]1[CH3:18]. (4) Given the reactants [N:1]1[C:6]2[NH:7][CH:8]=[CH:9][C:5]=2[C:4]([C:10]2[CH:11]=[C:12]([NH:16][C:17](=[O:28])[C:18]3[CH:23]=[CH:22][CH:21]=[C:20]([C:24]([F:27])([F:26])[F:25])[CH:19]=3)[CH:13]=[CH:14][CH:15]=2)=[N:3][CH:2]=1.[H-].[Na+].[CH3:31][S:32](Cl)(=[O:34])=[O:33], predict the reaction product. The product is: [CH3:31][S:32]([N:7]1[C:6]2[N:1]=[CH:2][N:3]=[C:4]([C:10]3[CH:11]=[C:12]([NH:16][C:17](=[O:28])[C:18]4[CH:23]=[CH:22][CH:21]=[C:20]([C:24]([F:26])([F:25])[F:27])[CH:19]=4)[CH:13]=[CH:14][CH:15]=3)[C:5]=2[CH:9]=[CH:8]1)(=[O:34])=[O:33]. (5) Given the reactants [F:1][C:2]1[CH:3]=[C:4]([CH:6]=[CH:7][CH:8]=1)[NH2:5].C(=O)([O-])[O-].[K+].[K+].CS(O[CH:20]1[CH2:23][N:22]([C:24]2[N:33]=[CH:32][C:31]([C:34]([F:37])([F:36])[F:35])=[CH:30][C:25]=2[C:26]([O:28]C)=O)[CH2:21]1)(=O)=O.O.[OH-].[Li+].F[P-](F)(F)(F)(F)F.N1(O[P+](N2CCCC2)(N2CCCC2)N2CCCC2)C2C=CC=CC=2N=N1.Cl.[NH2:75][C:76]1([C:79]2[CH:88]=[CH:87][C:82]([C:83]([O:85][CH3:86])=[O:84])=[CH:81][CH:80]=2)[CH2:78][CH2:77]1, predict the reaction product. The product is: [F:1][C:2]1[CH:3]=[C:4]([NH:5][CH:20]2[CH2:21][N:22]([C:24]3[N:33]=[CH:32][C:31]([C:34]([F:37])([F:36])[F:35])=[CH:30][C:25]=3[C:26]([NH:75][C:76]3([C:79]4[CH:88]=[CH:87][C:82]([C:83]([O:85][CH3:86])=[O:84])=[CH:81][CH:80]=4)[CH2:78][CH2:77]3)=[O:28])[CH2:23]2)[CH:6]=[CH:7][CH:8]=1.